Dataset: Forward reaction prediction with 1.9M reactions from USPTO patents (1976-2016). Task: Predict the product of the given reaction. (1) Given the reactants [Br:1][C:2]1[CH:7]=[CH:6][C:5](I)=[CH:4][CH:3]=1.P([O-])([O-])([O-])=O.[K+].[K+].[K+].C(O)CO.[CH3:21][CH:22]1[CH2:27][CH2:26][N:25]([CH:28]2[CH2:33][CH2:32][CH2:31][NH:30][CH2:29]2)[CH2:24][CH2:23]1, predict the reaction product. The product is: [Br:1][C:2]1[CH:7]=[CH:6][C:5]([N:30]2[CH2:31][CH2:32][CH2:33][CH:28]([N:25]3[CH2:24][CH2:23][CH:22]([CH3:21])[CH2:27][CH2:26]3)[CH2:29]2)=[CH:4][CH:3]=1. (2) Given the reactants [CH3:1][O:2][C:3]1[CH:8]=[CH:7][C:6]([N:9]2[C:13]3[N:14]=[CH:15][NH:16][C:17](=[O:18])[C:12]=3[CH:11]=[N:10]2)=[CH:5][CH:4]=1.[CH3:19][CH:20]1[C:22]2([CH2:27][CH2:26][N:25]([C:28]([O:30][C:31]([CH3:34])([CH3:33])[CH3:32])=[O:29])[CH2:24][CH2:23]2)[O:21]1, predict the reaction product. The product is: [OH:21][C:22]1([CH:20]([N:16]2[C:17](=[O:18])[C:12]3[CH:11]=[N:10][N:9]([C:6]4[CH:5]=[CH:4][C:3]([O:2][CH3:1])=[CH:8][CH:7]=4)[C:13]=3[N:14]=[CH:15]2)[CH3:19])[CH2:23][CH2:24][N:25]([C:28]([O:30][C:31]([CH3:33])([CH3:32])[CH3:34])=[O:29])[CH2:26][CH2:27]1.[OH:21][C:22]1([C@@H:20]([N:16]2[C:17](=[O:18])[C:12]3[CH:11]=[N:10][N:9]([C:6]4[CH:5]=[CH:4][C:3]([O:2][CH3:1])=[CH:8][CH:7]=4)[C:13]=3[N:14]=[CH:15]2)[CH3:19])[CH2:23][CH2:24][N:25]([C:28]([O:30][C:31]([CH3:33])([CH3:32])[CH3:34])=[O:29])[CH2:26][CH2:27]1. (3) Given the reactants [F-].C([N+](CCCC)(CCCC)CCCC)CCC.C([SiH2][O:24][C:25](C1C=CC=CC=1)(C1C=CC=CC=1)[CH:26]1[CH2:30][N:29]([CH:31]2[CH2:38][CH2:37][CH2:36][CH:35]([OH:39])[CH2:34][CH2:33][CH2:32]2)[C:28](=[O:40])[C:27]1([CH3:42])[CH3:41])(C)(C)C, predict the reaction product. The product is: [OH:39][CH:35]1[CH2:34][CH2:33][CH2:32][CH:31]([N:29]2[CH2:30][CH:26]([CH2:25][OH:24])[C:27]([CH3:41])([CH3:42])[C:28]2=[O:40])[CH2:38][CH2:37][CH2:36]1. (4) Given the reactants [N:1]([CH2:4][C@@H:5]1[O:10][C:9]2[C:11]([C:16]3[C:21]([Cl:22])=[CH:20][CH:19]=[CH:18][C:17]=3[Cl:23])=[CH:12][C:13]([F:15])=[CH:14][C:8]=2[O:7][CH2:6]1)=[N+]=[N-].C1(P(C2C=CC=CC=2)C2C=CC=CC=2)C=CC=CC=1.O.Cl, predict the reaction product. The product is: [Cl:22][C:21]1[CH:20]=[CH:19][CH:18]=[C:17]([Cl:23])[C:16]=1[C:11]1[C:9]2[O:10][C@@H:5]([CH2:4][NH2:1])[CH2:6][O:7][C:8]=2[CH:14]=[C:13]([F:15])[CH:12]=1. (5) Given the reactants [CH2:1]([N:8]1[CH2:13][CH2:12][C:11](=O)[CH2:10][CH2:9]1)[C:2]1[CH:7]=[CH:6][CH:5]=[CH:4][CH:3]=1.[F:15][C:16]1[CH:17]=[C:18]([CH:20]=[CH:21][CH:22]=1)[NH2:19].C[Si]([C:27]#[N:28])(C)C.[OH-].[NH4+], predict the reaction product. The product is: [CH2:1]([N:8]1[CH2:13][CH2:12][C:11]([NH:19][C:18]2[CH:20]=[CH:21][CH:22]=[C:16]([F:15])[CH:17]=2)([C:27]#[N:28])[CH2:10][CH2:9]1)[C:2]1[CH:7]=[CH:6][CH:5]=[CH:4][CH:3]=1. (6) Given the reactants [F:1][CH:2]([F:15])[CH2:3][O:4][C:5]1[C:13]([CH3:14])=[CH:12][C:8]([C:9]([OH:11])=[O:10])=[CH:7][N:6]=1.[C:16](=O)([O-])[O-].[K+].[K+].IC, predict the reaction product. The product is: [F:15][CH:2]([F:1])[CH2:3][O:4][C:5]1[C:13]([CH3:14])=[CH:12][C:8]([C:9]([O:11][CH3:16])=[O:10])=[CH:7][N:6]=1.